Dataset: Catalyst prediction with 721,799 reactions and 888 catalyst types from USPTO. Task: Predict which catalyst facilitates the given reaction. Reactant: C[O:2][C:3]1[N:8]=[CH:7][C:6]([CH2:9][N:10]2[C:18]3[C:13](=[CH:14][CH:15]=[CH:16][CH:17]=3)[C:12]3([C:22]4=[CH:23][C:24]5[O:28][CH2:27][O:26][C:25]=5[CH:29]=[C:21]4[O:20][CH2:19]3)[C:11]2=[O:30])=[CH:5][CH:4]=1.[I-].[Na+].Cl[Si](C)(C)C. Product: [O:2]=[C:3]1[NH:8][CH:7]=[C:6]([CH2:9][N:10]2[C:18]3[C:13](=[CH:14][CH:15]=[CH:16][CH:17]=3)[C:12]3([C:22]4=[CH:23][C:24]5[O:28][CH2:27][O:26][C:25]=5[CH:29]=[C:21]4[O:20][CH2:19]3)[C:11]2=[O:30])[CH:5]=[CH:4]1. The catalyst class is: 192.